From a dataset of Forward reaction prediction with 1.9M reactions from USPTO patents (1976-2016). Predict the product of the given reaction. (1) The product is: [OH:3][C:1]([C:4]1[CH:5]=[C:6]2[C:11](=[CH:12][CH:13]=1)[C:10](=[O:14])[NH:9][CH2:8][CH2:7]2)([CH3:20])[CH3:2]. Given the reactants [C:1]([C:4]1[CH:5]=[C:6]2[C:11](=[CH:12][CH:13]=1)[C:10](=[O:14])[NH:9][CH2:8][CH2:7]2)(=[O:3])[CH3:2].C[Mg+].[Br-].[Cl-].[NH4+].[C:20](OCC)(=O)C, predict the reaction product. (2) Given the reactants [NH2:1][C:2]1[C:7]([O:8]C)=[CH:6][C:5]([C:10]([N:12]2[CH2:17][CH2:16][O:15][CH2:14][CH2:13]2)=[O:11])=[C:4]([F:18])[CH:3]=1.B(Br)(Br)Br, predict the reaction product. The product is: [NH2:1][C:2]1[C:7]([OH:8])=[CH:6][C:5]([C:10]([N:12]2[CH2:13][CH2:14][O:15][CH2:16][CH2:17]2)=[O:11])=[C:4]([F:18])[CH:3]=1. (3) Given the reactants Br[C:2]1[CH:7]=[CH:6][C:5]([C:8]([F:11])([F:10])[F:9])=[CH:4][N:3]=1.[CH2:12]([NH2:14])[CH3:13], predict the reaction product. The product is: [CH2:12]([NH:14][C:2]1[CH:7]=[CH:6][C:5]([C:8]([F:11])([F:10])[F:9])=[CH:4][N:3]=1)[CH3:13]. (4) Given the reactants Cl.[Br:2][C:3]1[CH:4]=[CH:5][C:6]2[O:15][C:14]3[C:13](=[O:16])[NH:12][C:11]([CH:17]4[CH2:22][CH2:21][NH:20][CH2:19][CH2:18]4)=[N:10][C:9]=3[C:7]=2[CH:8]=1.[C:23](O)(=[O:25])[CH3:24].C(N(CC)CC)C.CN(C(ON1N=NC2C=CC=NC1=2)=[N+](C)C)C.F[P-](F)(F)(F)(F)F, predict the reaction product. The product is: [C:23]([N:20]1[CH2:21][CH2:22][CH:17]([C:11]2[NH:12][C:13](=[O:16])[C:14]3[O:15][C:6]4[CH:5]=[CH:4][C:3]([Br:2])=[CH:8][C:7]=4[C:9]=3[N:10]=2)[CH2:18][CH2:19]1)(=[O:25])[CH3:24]. (5) Given the reactants [CH2:1]([C:4]1[C:12]2[C:11](=[O:13])[N:10]([CH3:14])[C:9](=[O:15])[N:8]([CH3:16])[C:7]=2[S:6][C:5]=1C(O)=O)[CH:2]=[CH2:3], predict the reaction product. The product is: [CH2:1]([C:4]1[C:12]2[C:11](=[O:13])[N:10]([CH3:14])[C:9](=[O:15])[N:8]([CH3:16])[C:7]=2[S:6][CH:5]=1)[CH:2]=[CH2:3]. (6) Given the reactants [Cl:1][C:2]1[CH:3]=[N:4][CH:5]=[C:6]([C:8]#[CH:9])[CH:7]=1.[F:10][C:11]1[CH:18]=[CH:17][C:16](I)=[CH:15][C:12]=1[C:13]#[N:14].C(N(CC)CC)C, predict the reaction product. The product is: [Cl:1][C:2]1[CH:7]=[C:6]([C:8]#[C:9][C:16]2[CH:17]=[CH:18][C:11]([F:10])=[C:12]([CH:15]=2)[C:13]#[N:14])[CH:5]=[N:4][CH:3]=1. (7) The product is: [CH3:18][C:6]12[CH:5]3[C:14](=[C:15]([CH3:20])[CH2:2][CH2:3][CH2:4]3)[CH2:13][CH2:12][C:11]1=[CH:10][C:9]([OH:17])=[CH:8][CH2:7]2. Given the reactants O[C:2]1[CH:15]=[C:14]2[C:5]([C:6]3([CH3:18])[C:11]([CH2:12][CH2:13]2)=[C:10](C)[C:9](=[O:17])[CH2:8][CH2:7]3)=[CH:4][CH:3]=1.F[C:20](F)(F)C(O)=O, predict the reaction product. (8) Given the reactants ClC1C=[CH:9][C:5]([C:6]([NH2:8])=O)=C(NC)N=1.[CH2:13]([NH:17][C:18](=[O:24])[O:19][C:20]([CH3:23])([CH3:22])[CH3:21])[CH2:14][C:15]#[CH:16].C([N:27]([CH2:30][CH3:31])[CH2:28][CH3:29])C.[CH3:32][N:33]([CH:35]=[O:36])C, predict the reaction product. The product is: [C:20]([O:19][C:18](=[O:24])[NH:17][CH2:13][CH2:14][C:15]#[C:16][C:6]1[CH:5]=[CH:9][C:31]([C:35](=[O:36])[NH:33][CH3:32])=[C:30]([NH:27][CH2:28][CH3:29])[N:8]=1)([CH3:21])([CH3:23])[CH3:22].